Dataset: NCI-60 drug combinations with 297,098 pairs across 59 cell lines. Task: Regression. Given two drug SMILES strings and cell line genomic features, predict the synergy score measuring deviation from expected non-interaction effect. (1) Drug 1: C1=CN(C(=O)N=C1N)C2C(C(C(O2)CO)O)O.Cl. Drug 2: C1=NC2=C(N=C(N=C2N1C3C(C(C(O3)CO)O)O)F)N. Cell line: SW-620. Synergy scores: CSS=42.1, Synergy_ZIP=0.720, Synergy_Bliss=-0.203, Synergy_Loewe=-33.0, Synergy_HSA=0.880. (2) Drug 1: CN1C2=C(C=C(C=C2)N(CCCl)CCCl)N=C1CCCC(=O)O.Cl. Drug 2: CC(C)CN1C=NC2=C1C3=CC=CC=C3N=C2N. Cell line: K-562. Synergy scores: CSS=4.14, Synergy_ZIP=-1.98, Synergy_Bliss=1.38, Synergy_Loewe=0.934, Synergy_HSA=2.64. (3) Drug 1: CN(CCCl)CCCl.Cl. Drug 2: CS(=O)(=O)OCCCCOS(=O)(=O)C. Cell line: MDA-MB-435. Synergy scores: CSS=4.35, Synergy_ZIP=-2.69, Synergy_Bliss=1.74, Synergy_Loewe=-7.68, Synergy_HSA=0.568. (4) Drug 1: CC1=C(C=C(C=C1)NC2=NC=CC(=N2)N(C)C3=CC4=NN(C(=C4C=C3)C)C)S(=O)(=O)N.Cl. Drug 2: CC1CCC2CC(C(=CC=CC=CC(CC(C(=O)C(C(C(=CC(C(=O)CC(OC(=O)C3CCCCN3C(=O)C(=O)C1(O2)O)C(C)CC4CCC(C(C4)OC)OCCO)C)C)O)OC)C)C)C)OC. Cell line: HT29. Synergy scores: CSS=8.27, Synergy_ZIP=-3.32, Synergy_Bliss=-0.940, Synergy_Loewe=-20.1, Synergy_HSA=-3.64. (5) Drug 1: CC12CCC3C(C1CCC2O)C(CC4=C3C=CC(=C4)O)CCCCCCCCCS(=O)CCCC(C(F)(F)F)(F)F. Drug 2: C1CN(P(=O)(OC1)NCCCl)CCCl. Cell line: RXF 393. Synergy scores: CSS=-0.548, Synergy_ZIP=-0.129, Synergy_Bliss=-0.761, Synergy_Loewe=-2.85, Synergy_HSA=-2.84. (6) Drug 1: CN1C(=O)N2C=NC(=C2N=N1)C(=O)N. Drug 2: C1C(C(OC1N2C=NC(=NC2=O)N)CO)O. Cell line: U251. Synergy scores: CSS=4.28, Synergy_ZIP=-3.36, Synergy_Bliss=-5.25, Synergy_Loewe=-3.84, Synergy_HSA=-3.74. (7) Drug 1: CC12CCC3C(C1CCC2O)C(CC4=C3C=CC(=C4)O)CCCCCCCCCS(=O)CCCC(C(F)(F)F)(F)F. Drug 2: C1CCC(C(C1)N)N.C(=O)(C(=O)[O-])[O-].[Pt+4]. Cell line: MDA-MB-231. Synergy scores: CSS=2.08, Synergy_ZIP=-4.75, Synergy_Bliss=-3.33, Synergy_Loewe=-12.0, Synergy_HSA=-4.74. (8) Cell line: RXF 393. Synergy scores: CSS=23.6, Synergy_ZIP=-7.34, Synergy_Bliss=-3.62, Synergy_Loewe=-2.09, Synergy_HSA=-0.604. Drug 2: CN(CCCl)CCCl.Cl. Drug 1: CCC1=CC2CC(C3=C(CN(C2)C1)C4=CC=CC=C4N3)(C5=C(C=C6C(=C5)C78CCN9C7C(C=CC9)(C(C(C8N6C)(C(=O)OC)O)OC(=O)C)CC)OC)C(=O)OC.C(C(C(=O)O)O)(C(=O)O)O.